Dataset: Blood-brain barrier permeability classification from the B3DB database. Task: Regression/Classification. Given a drug SMILES string, predict its absorption, distribution, metabolism, or excretion properties. Task type varies by dataset: regression for continuous measurements (e.g., permeability, clearance, half-life) or binary classification for categorical outcomes (e.g., BBB penetration, CYP inhibition). Dataset: b3db_classification. (1) The drug is CN(C)Cc1ccc(CSCCNc2[nH]cc(Cc3ccccc3)c2[N+](=O)[O-])o1. The result is 1 (penetrates BBB). (2) The drug is COc1cc2c(c(CN[C@H]3CCCN[C@H]3c3ccccc3)c1)OCC2. The result is 1 (penetrates BBB). (3) The drug is CO[C@]1(F)C(F)(F)[C@]1(F)Cl. The result is 1 (penetrates BBB). (4) The molecule is CCC1(c2ccccc2)C(=O)NC(=O)NC1=O. The result is 1 (penetrates BBB). (5) The drug is CC(C)(Oc1ccc(Cl)cc1)C(=O)NC(C(=O)NC1C(=O)N2C1SC(C)(C)C2C(=O)O)c1ccccc1. The result is 0 (does not penetrate BBB). (6) The drug is CC1(C)OC2CC3C4CCC5=CC(=O)C=CC5(C)C4C(O)CC3(C)C2(C(=O)CO)O1. The result is 1 (penetrates BBB). (7) The molecule is CC(=O)OCC(=O)[C@@]1(O)[C@H](OC(C)=O)C[C@H]2[C@@H]3CCC4=CC(=O)C=C[C@]4(C)[C@@]3(F)[C@@H](O)C[C@@]21C. The result is 1 (penetrates BBB).